Task: Predict the product of the given reaction.. Dataset: Forward reaction prediction with 1.9M reactions from USPTO patents (1976-2016) Given the reactants CC1C=CC(S(O[CH2:12][C:13]2[CH:18]=[CH:17][CH:16]=[C:15]([CH2:19][N:20]=[N+:21]=[N-:22])[N:14]=2)(=O)=O)=CC=1.[C:23]1([CH2:33][NH:34][CH2:35][C:36]([O:38][CH2:39][CH2:40][Si:41]([CH3:44])([CH3:43])[CH3:42])=[O:37])[C:32]2[C:27](=[CH:28][CH:29]=[CH:30][CH:31]=2)[CH:26]=[CH:25][CH:24]=1.C(=O)([O-])[O-].[Na+].[Na+].O, predict the reaction product. The product is: [N:20]([CH2:19][C:15]1[N:14]=[C:13]([CH2:12][N:34]([CH2:33][C:23]2[C:32]3[C:27](=[CH:28][CH:29]=[CH:30][CH:31]=3)[CH:26]=[CH:25][CH:24]=2)[CH2:35][C:36]([O:38][CH2:39][CH2:40][Si:41]([CH3:44])([CH3:43])[CH3:42])=[O:37])[CH:18]=[CH:17][CH:16]=1)=[N+:21]=[N-:22].